Dataset: Full USPTO retrosynthesis dataset with 1.9M reactions from patents (1976-2016). Task: Predict the reactants needed to synthesize the given product. (1) The reactants are: N.F[C:3](F)(F)[C:4]([NH:6][CH2:7][CH2:8][CH2:9][N:10]([CH3:28])[CH2:11][CH2:12][CH2:13][NH:14][C:15]1[N:16]=[N+:17]([O-:27])[C:18]2[CH:25]=[CH:24][C:23]([CH3:26])=[CH:22][C:19]=2[N+:20]=1[O-:21])=[O:5].N1(C([C:38]2[C:51]3[C:42](=[N:43][C:44]4[C:49]([N:50]=3)=C[CH:47]=[CH:46][CH:45]=4)[CH:41]=[CH:40][CH:39]=2)=O)C=CN=C1. Given the product [CH3:28][N:10]([CH2:11][CH2:12][CH2:13][NH:14][C:15]1[N:16]=[N+:17]([O-:27])[C:18]2[CH:25]=[CH:24][C:23]([CH3:26])=[CH:22][C:19]=2[N+:20]=1[O-:21])[CH2:9][CH2:8][CH2:7][NH:6][C:4]([C:3]1[C:49]2[C:44](=[N:43][C:42]3[C:51]([N:50]=2)=[CH:38][CH:39]=[CH:40][CH:41]=3)[CH:45]=[CH:46][CH:47]=1)=[O:5], predict the reactants needed to synthesize it. (2) Given the product [Cl:1][C:2]1[C:3]([O:8][CH:9]2[CH2:12][CH2:11][CH2:10]2)=[N:4][CH:5]=[C:6]([B:13]2[O:17][C:16]([CH3:19])([CH3:18])[C:15]([CH3:21])([CH3:20])[O:14]2)[CH:7]=1, predict the reactants needed to synthesize it. The reactants are: [Cl:1][C:2]1[C:3]([O:8][CH:9]2[CH2:12][CH2:11][CH2:10]2)=[N:4][CH:5]=[CH:6][CH:7]=1.[B:13]1([B:13]2[O:17][C:16]([CH3:19])([CH3:18])[C:15]([CH3:21])([CH3:20])[O:14]2)[O:17][C:16]([CH3:19])([CH3:18])[C:15]([CH3:21])([CH3:20])[O:14]1. (3) Given the product [NH2:11][C:8]1[CH:9]=[CH:10][C:2]([CH3:1])=[C:3]([CH:7]=1)[C:4]([OH:6])=[O:5], predict the reactants needed to synthesize it. The reactants are: [CH3:1][C:2]1[CH:10]=[CH:9][C:8]([N+:11]([O-])=O)=[CH:7][C:3]=1[C:4]([OH:6])=[O:5].O1CCCC1. (4) Given the product [Cl:15][C:16]1[CH:25]=[C:24]([NH:26][C:12]([C:6]2[S:7][C:8]([CH:9]([CH3:10])[CH3:11])=[C:4]([CH:1]([CH3:2])[CH3:3])[CH:5]=2)=[O:14])[CH:23]=[CH:22][C:17]=1[C:18]([O:20][CH3:21])=[O:19], predict the reactants needed to synthesize it. The reactants are: [CH:1]([C:4]1[CH:5]=[C:6]([C:12]([OH:14])=O)[S:7][C:8]=1[CH:9]([CH3:11])[CH3:10])([CH3:3])[CH3:2].[Cl:15][C:16]1[CH:25]=[C:24]([NH2:26])[CH:23]=[CH:22][C:17]=1[C:18]([O:20][CH3:21])=[O:19]. (5) The reactants are: [OH-].[Na+].[Cl:3][C:4]1[CH:5]=[C:6]([C:14]2[O:18][N:17]=[C:16]([C:19]3[CH:20]=[C:21]([F:35])[CH:22]=[C:23]4[C:27]=3[NH:26][CH:25]=[C:24]4[CH2:28][CH2:29][C:30]([O:32]CC)=[O:31])[N:15]=2)[CH:7]=[CH:8][C:9]=1[O:10][CH:11]([CH3:13])[CH3:12].Cl. Given the product [Cl:3][C:4]1[CH:5]=[C:6]([C:14]2[O:18][N:17]=[C:16]([C:19]3[CH:20]=[C:21]([F:35])[CH:22]=[C:23]4[C:27]=3[NH:26][CH:25]=[C:24]4[CH2:28][CH2:29][C:30]([OH:32])=[O:31])[N:15]=2)[CH:7]=[CH:8][C:9]=1[O:10][CH:11]([CH3:13])[CH3:12], predict the reactants needed to synthesize it.